This data is from Forward reaction prediction with 1.9M reactions from USPTO patents (1976-2016). The task is: Predict the product of the given reaction. (1) Given the reactants [CH3:1][O:2][C:3]1[CH:8]=[CH:7][CH:6]=[C:5]([O:9][CH3:10])[C:4]=1[CH:11]1[N:16]([CH2:17][C:18]2[CH:23]=[CH:22][C:21]([O:24][C:25]([F:28])([F:27])[F:26])=[CH:20][CH:19]=2)[C:15](=[O:29])[CH2:14][N:13]([C:30]([O:32][C:33]([CH3:36])([CH3:35])[CH3:34])=[O:31])[C:12]1=O.[BH4-].[Na+].[BH3-]C#N.[Na+].C([O-])([O-])=O.[Na+].[Na+], predict the reaction product. The product is: [CH3:10][O:9][C:5]1[CH:6]=[CH:7][CH:8]=[C:3]([O:2][CH3:1])[C:4]=1[CH:11]1[N:16]([CH2:17][C:18]2[CH:19]=[CH:20][C:21]([O:24][C:25]([F:28])([F:26])[F:27])=[CH:22][CH:23]=2)[C:15](=[O:29])[CH2:14][N:13]([C:30]([O:32][C:33]([CH3:36])([CH3:35])[CH3:34])=[O:31])[CH2:12]1. (2) Given the reactants Cl[CH2:2][CH2:3][CH2:4][CH2:5][C:6]1([CH2:16][CH3:17])[C:14]2[C:9](=[CH:10][CH:11]=[CH:12][CH:13]=2)[NH:8][C:7]1=[O:15].[Cl:18][C:19]1[CH:24]=[CH:23][CH:22]=[CH:21][C:20]=1[N:25]1[CH2:30][CH2:29][NH:28][CH2:27][CH2:26]1, predict the reaction product. The product is: [Cl:18][C:19]1[CH:24]=[CH:23][CH:22]=[CH:21][C:20]=1[N:25]1[CH2:30][CH2:29][N:28]([CH2:2][CH2:3][CH2:4][CH2:5][C:6]2([CH2:16][CH3:17])[C:14]3[C:9](=[CH:10][CH:11]=[CH:12][CH:13]=3)[NH:8][C:7]2=[O:15])[CH2:27][CH2:26]1. (3) Given the reactants Cl[C:2]1[C:7]([C:8]([O:10][CH2:11][CH3:12])=[O:9])=[CH:6][N:5]=[C:4]2[N:13]([C:16]3[CH:21]=[CH:20][CH:19]=[CH:18][CH:17]=3)[N:14]=[CH:15][C:3]=12.[CH3:22][O:23][C:24]1[CH:29]=[CH:28][C:27]([S:30]([NH:33][CH2:34][C:35]2[CH:36]=[N:37][CH:38]=[CH:39][CH:40]=2)(=[O:32])=[O:31])=[CH:26][CH:25]=1.[H-].[Na+], predict the reaction product. The product is: [CH3:22][O:23][C:24]1[CH:25]=[CH:26][C:27]([S:30]([N:33]([CH2:34][C:35]2[CH:36]=[N:37][CH:38]=[CH:39][CH:40]=2)[C:2]2[C:7]([C:8]([O:10][CH2:11][CH3:12])=[O:9])=[CH:6][N:5]=[C:4]3[N:13]([C:16]4[CH:21]=[CH:20][CH:19]=[CH:18][CH:17]=4)[N:14]=[CH:15][C:3]=23)(=[O:31])=[O:32])=[CH:28][CH:29]=1. (4) The product is: [ClH:33].[ClH:33].[CH3:1][O:2][C:3]1[CH:8]=[CH:7][CH:6]=[CH:5][C:4]=1[N:9]1[CH2:10][CH2:11][N:12]([CH2:15][CH2:16][C:17]([C:25]([CH:27]2[CH2:32][CH2:31][CH2:30][CH2:29][CH2:28]2)=[O:26])([C:19]2[CH:20]=[CH:21][CH:22]=[CH:23][CH:24]=2)[CH3:18])[CH2:13][CH2:14]1. Given the reactants [CH3:1][O:2][C:3]1[CH:8]=[CH:7][CH:6]=[CH:5][C:4]=1[N:9]1[CH2:14][CH2:13][N:12]([CH2:15][CH2:16][C:17]([C:25]([CH:27]2[CH2:32][CH2:31][CH2:30][CH2:29][CH2:28]2)=[O:26])([C:19]2[CH:24]=[CH:23][CH:22]=[CH:21][CH:20]=2)[CH3:18])[CH2:11][CH2:10]1.[ClH:33].C(OCC)C, predict the reaction product.